From a dataset of Full USPTO retrosynthesis dataset with 1.9M reactions from patents (1976-2016). Predict the reactants needed to synthesize the given product. (1) Given the product [C:1]([O:5][C:6]([N:8]1[CH2:13][CH2:12][N:11]([C:14]2[N:19]=[C:18]([C:20]3[CH:25]=[CH:24][N:23]=[C:22]([NH:26][CH:27]4[CH2:32][CH2:31][CH2:30][CH2:29][CH2:28]4)[CH:21]=3)[CH:17]=[C:16]([CH2:33][N:35]=[N+:36]=[N-:37])[CH:15]=2)[CH2:10][CH2:9]1)=[O:7])([CH3:4])([CH3:3])[CH3:2], predict the reactants needed to synthesize it. The reactants are: [C:1]([O:5][C:6]([N:8]1[CH2:13][CH2:12][N:11]([C:14]2[N:19]=[C:18]([C:20]3[CH:25]=[CH:24][N:23]=[C:22]([NH:26][CH:27]4[CH2:32][CH2:31][CH2:30][CH2:29][CH2:28]4)[CH:21]=3)[CH:17]=[C:16]([CH2:33]Br)[CH:15]=2)[CH2:10][CH2:9]1)=[O:7])([CH3:4])([CH3:3])[CH3:2].[N-:35]=[N+:36]=[N-:37].[Na+].C(Cl)Cl. (2) The reactants are: C[O:2][C:3]([C:5]1[CH:23]=[CH:22][C:8]2[NH:9][C:10]([CH2:12][O:13][C:14]3[CH:19]=[CH:18][C:17]([Cl:20])=[CH:16][C:15]=3[Cl:21])=[N:11][C:7]=2[CH:6]=1)=O.O.[NH2:25][NH2:26].O. Given the product [Cl:21][C:15]1[CH:16]=[C:17]([Cl:20])[CH:18]=[CH:19][C:14]=1[O:13][CH2:12][C:10]1[NH:9][C:8]2[CH:22]=[CH:23][C:5]([C:3]([NH:25][NH2:26])=[O:2])=[CH:6][C:7]=2[N:11]=1, predict the reactants needed to synthesize it.